This data is from Full USPTO retrosynthesis dataset with 1.9M reactions from patents (1976-2016). The task is: Predict the reactants needed to synthesize the given product. (1) Given the product [CH3:1][O:2][C:3]1[CH:4]=[C:5]([CH:31]=[CH:32][C:33]=1[O:34][CH3:35])[CH2:6][CH:7]1[C:16]2[C:11](=[C:12]([O:18][CH3:19])[CH:13]=[CH:14][C:15]=2[O:17][CH2:37][CH2:38][CH2:39][F:40])[CH2:10][CH2:9][N:8]1[CH2:20][C:21]([NH:23][CH2:24][C:25]1[CH:30]=[CH:29][CH:28]=[CH:27][N:26]=1)=[O:22], predict the reactants needed to synthesize it. The reactants are: [CH3:1][O:2][C:3]1[CH:4]=[C:5]([CH:31]=[CH:32][C:33]=1[O:34][CH3:35])[CH2:6][CH:7]1[C:16]2[C:11](=[C:12]([O:18][CH3:19])[CH:13]=[CH:14][C:15]=2[OH:17])[CH2:10][CH2:9][N:8]1[CH2:20][C:21]([NH:23][CH2:24][C:25]1[CH:30]=[CH:29][CH:28]=[CH:27][N:26]=1)=[O:22].Br[CH2:37][CH2:38][CH2:39][F:40]. (2) Given the product [Cl:1][C:2]1[CH:7]=[C:6]2[NH:8][C:9](=[O:41])[C:10]3([CH:15]([C:16]4[CH:21]=[C:20]([Cl:22])[CH:19]=[CH:18][C:17]=4[O:23][C:24]([C:27](=[O:28])[NH2:49])([CH2:25][CH3:26])[CH2:30][CH3:31])[CH2:14][C:13](=[O:32])[NH:12][CH:11]3[C:33]3[CH:38]=[C:37]([F:39])[CH:36]=[CH:35][C:34]=3[CH3:40])[C:5]2=[CH:4][CH:3]=1, predict the reactants needed to synthesize it. The reactants are: [Cl:1][C:2]1[CH:7]=[C:6]2[NH:8][C:9](=[O:41])[C:10]3([CH:15]([C:16]4[CH:21]=[C:20]([Cl:22])[CH:19]=[CH:18][C:17]=4[O:23][C:24]([CH2:30][CH3:31])([C:27](O)=[O:28])[CH2:25][CH3:26])[CH2:14][C:13](=[O:32])[NH:12][CH:11]3[C:33]3[CH:38]=[C:37]([F:39])[CH:36]=[CH:35][C:34]=3[CH3:40])[C:5]2=[CH:4][CH:3]=1.N.C1COCC1.C[N:49](C(ON1N=NC2C=CC=NC1=2)=[N+](C)C)C.F[P-](F)(F)(F)(F)F. (3) Given the product [OH:1][C:2]([CH3:23])([CH3:22])[CH2:3][O:4][C:5]1[CH:6]=[CH:7][C:8]([N+:19]([O-:21])=[O:20])=[C:9]([CH:18]=1)[C:10]([OH:12])=[O:11], predict the reactants needed to synthesize it. The reactants are: [OH:1][C:2]([CH3:23])([CH3:22])[CH2:3][O:4][C:5]1[CH:6]=[CH:7][C:8]([N+:19]([O-:21])=[O:20])=[C:9]([CH:18]=1)[C:10]([O:12]CC(O)(C)C)=[O:11].[OH-].[Na+].Cl.